This data is from Forward reaction prediction with 1.9M reactions from USPTO patents (1976-2016). The task is: Predict the product of the given reaction. (1) Given the reactants C[O:2][C:3]([C@@H:5]1[CH2:9][C@H:8]([O:10][Si:11]([C:24]([CH3:27])([CH3:26])[CH3:25])([C:18]2[CH:23]=[CH:22][CH:21]=[CH:20][CH:19]=2)[C:12]2[CH:17]=[CH:16][CH:15]=[CH:14][CH:13]=2)[CH2:7][N:6]1[C:28]([O:30][C:31]([CH3:34])([CH3:33])[CH3:32])=[O:29])=O.[BH4-].[Na+], predict the reaction product. The product is: [Si:11]([O:10][C@@H:8]1[CH2:7][N:6]([C:28]([O:30][C:31]([CH3:34])([CH3:33])[CH3:32])=[O:29])[C@H:5]([CH2:3][OH:2])[CH2:9]1)([C:24]([CH3:26])([CH3:27])[CH3:25])([C:18]1[CH:19]=[CH:20][CH:21]=[CH:22][CH:23]=1)[C:12]1[CH:13]=[CH:14][CH:15]=[CH:16][CH:17]=1. (2) Given the reactants [N:1]1[CH:6]=[CH:5][C:4]([NH2:7])=[N:3][CH:2]=1.[Cl:8][C:9]1[C:14]([C:15]#[N:16])=[CH:13][C:12]([C:17]2[C:26]3[C:21](=[CH:22][C:23]([S:27](OC4C(F)=C(F)C(F)=C(F)C=4F)(=[O:29])=[O:28])=[CH:24][CH:25]=3)[CH:20]=[CH:19][N:18]=2)=[C:11]([O:42][CH3:43])[CH:10]=1.[Li+].C[Si]([N-][Si](C)(C)C)(C)C.Cl.O1CCOCC1, predict the reaction product. The product is: [Cl:8][C:9]1[C:14]([C:15]#[N:16])=[CH:13][C:12]([C:17]2[C:26]3[C:21](=[CH:22][C:23]([S:27]([NH:7][C:4]4[CH:5]=[CH:6][N:1]=[CH:2][N:3]=4)(=[O:29])=[O:28])=[CH:24][CH:25]=3)[CH:20]=[CH:19][N:18]=2)=[C:11]([O:42][CH3:43])[CH:10]=1. (3) Given the reactants [C:1]([O:5][C:6]([N:8]1[CH:12]=[CH:11][CH:10]=[C:9]1B(O)O)=[O:7])([CH3:4])([CH3:3])[CH3:2].Br[C:17]1[S:18][C:19]([C:22]([O:24][CH2:25][CH3:26])=[O:23])=[CH:20][N:21]=1.C1(P(C2C=CC=CC=2)C2C=CC=CC=2)C=CC=CC=1.C(=O)([O-])[O-].[K+].[K+], predict the reaction product. The product is: [C:1]([O:5][C:6]([N:8]1[CH:12]=[CH:11][CH:10]=[C:9]1[C:17]1[S:18][C:19]([C:22]([O:24][CH2:25][CH3:26])=[O:23])=[CH:20][N:21]=1)=[O:7])([CH3:4])([CH3:3])[CH3:2]. (4) Given the reactants [CH2:1]([O:3][C:4](=[O:12])[CH2:5][C:6](=[O:11])[C:7]([F:10])([F:9])[F:8])[CH3:2].[C:13]([O:16][C:17](=O)C)(=O)[CH3:14].C(OCC)(OCC)OCC, predict the reaction product. The product is: [CH2:1]([O:3][C:4](=[O:12])/[C:5](=[CH:17]/[O:16][CH2:13][CH3:14])/[C:6](=[O:11])[C:7]([F:10])([F:8])[F:9])[CH3:2]. (5) Given the reactants [NH2:1][N:2]1[C:6](=[O:7])[C:5]2=[CH:8][CH:9]=[CH:10][CH:11]=[C:4]2[C:3]1=[O:12].CO[CH:15]1[CH2:19][CH2:18][CH:17](OC)O1.Cl, predict the reaction product. The product is: [N:1]1([N:2]2[C:3](=[O:12])[C:4]3[C:5](=[CH:8][CH:9]=[CH:10][CH:11]=3)[C:6]2=[O:7])[CH:15]=[CH:19][CH:18]=[CH:17]1. (6) Given the reactants [CH2:1]([O:7][C:8]1[CH:13]=[C:12]([O:14][CH2:15][CH2:16][CH2:17][CH2:18][CH2:19][CH3:20])[CH:11]=[CH:10][C:9]=1B1OC(C)(C)C(C)(C)O1)[CH2:2][CH2:3][CH2:4][CH2:5][CH3:6].Cl[C:31]1[CH:36]=[CH:35][C:34]([C:37]([C:39]2[CH:44]=[CH:43][C:42](Cl)=[CH:41][CH:40]=2)=[O:38])=[CH:33][CH:32]=1, predict the reaction product. The product is: [CH2:15]([O:14][C:12]1[CH:13]=[C:8]([O:7][CH2:1][CH2:2][CH2:3][CH2:4][CH2:5][CH3:6])[CH:9]=[CH:10][C:11]=1[C:31]1[CH:36]=[CH:35][C:34]([C:37]([C:39]2[CH:44]=[CH:43][C:42]([C:9]3[CH:10]=[CH:11][C:12]([O:14][CH2:15][CH2:16][CH2:17][CH2:18][CH2:19][CH3:20])=[CH:13][C:8]=3[O:7][CH2:1][CH2:2][CH2:3][CH2:4][CH2:5][CH3:6])=[CH:41][CH:40]=2)=[O:38])=[CH:33][CH:32]=1)[CH2:16][CH2:17][CH2:18][CH2:19][CH3:20]. (7) The product is: [CH2:6]([C:8]1[CH:9]=[CH:10][C:11]([C:14]2[CH:19]=[CH:18][C:17]([C:20]3[Se:21][C:22]([CH:26]=[O:27])=[CH:23][CH:24]=3)=[C:16]([F:25])[CH:15]=2)=[CH:12][CH:13]=1)[CH3:7]. Given the reactants [Li]CCCC.[CH2:6]([C:8]1[CH:13]=[CH:12][C:11]([C:14]2[CH:19]=[CH:18][C:17]([C:20]3[Se:21][CH:22]=[CH:23][CH:24]=3)=[C:16]([F:25])[CH:15]=2)=[CH:10][CH:9]=1)[CH3:7].[CH:26](N1CCOCC1)=[O:27], predict the reaction product. (8) Given the reactants C([O:5][C:6](=[O:30])[CH2:7][N:8]1[C:16]2[C:11](=[CH:12][C:13]([O:17][CH3:18])=[CH:14][CH:15]=2)[C:10]([CH:19]2[C:23]3[CH:24]=[CH:25][CH:26]=[CH:27][C:22]=3[S:21](=[O:29])(=[O:28])[NH:20]2)=[CH:9]1)(C)(C)C.[F:31][C:32]1[CH:39]=[CH:38][C:35]([CH2:36]Br)=[CH:34][CH:33]=1, predict the reaction product. The product is: [F:31][C:32]1[CH:39]=[CH:38][C:35]([CH2:36][N:20]2[CH:19]([C:10]3[C:11]4[C:16](=[CH:15][CH:14]=[C:13]([O:17][CH3:18])[CH:12]=4)[N:8]([CH2:7][C:6]([OH:5])=[O:30])[CH:9]=3)[C:23]3[CH:24]=[CH:25][CH:26]=[CH:27][C:22]=3[S:21]2(=[O:28])=[O:29])=[CH:34][CH:33]=1.